Task: Regression. Given a peptide amino acid sequence and an MHC pseudo amino acid sequence, predict their binding affinity value. This is MHC class I binding data.. Dataset: Peptide-MHC class I binding affinity with 185,985 pairs from IEDB/IMGT (1) The peptide sequence is VLRGRHDAA. The MHC is HLA-A02:11 with pseudo-sequence HLA-A02:11. The binding affinity (normalized) is 0.467. (2) The peptide sequence is LLPDALLF. The MHC is H-2-Kb with pseudo-sequence H-2-Kb. The binding affinity (normalized) is 0. (3) The peptide sequence is IGYLFRPL. The MHC is H-2-Kb with pseudo-sequence H-2-Kb. The binding affinity (normalized) is 1.00. (4) The peptide sequence is ELGGGFGTL. The MHC is HLA-A02:19 with pseudo-sequence HLA-A02:19. The binding affinity (normalized) is 0.461. (5) The peptide sequence is CEEGKLCYLT. The MHC is HLA-B18:01 with pseudo-sequence HLA-B18:01. The binding affinity (normalized) is 0.117. (6) The peptide sequence is GARVIWMDA. The MHC is HLA-A31:01 with pseudo-sequence HLA-A31:01. The binding affinity (normalized) is 0.157. (7) The peptide sequence is RRFNRTKPM. The MHC is HLA-B27:05 with pseudo-sequence HLA-B27:05. The binding affinity (normalized) is 0.900.